Dataset: Experimentally validated miRNA-target interactions with 360,000+ pairs, plus equal number of negative samples. Task: Binary Classification. Given a miRNA mature sequence and a target amino acid sequence, predict their likelihood of interaction. (1) The miRNA is rno-miR-200c-3p with sequence UAAUACUGCCGGGUAAUGAUG. The protein sequence of the target gene is MKGCSSYLMYSFGGLLSLWILLVSSTNQCTVRYNVADCSHLKLTHIPDDLPSNITVLNLTHNQLRRLPPTNFTRYSQLAILDAGFNSISKLEPELCQILPLLKVLNLQHNELSQISDQTFVFCTNLTELDLMSNSIHKIKSNPFKNQKNLIKLDLSHNGLSSTKLGTGVQLENLQELLLAKNKILALRSEELEFLGNSSLRKLDLSSNPLKEFSPGCFQTIGKLFALLLNNAQLNPHLTEKLCWELSNTSIQNLSLANNQLLATSESTFSGLKWTNLTQLDLSYNNLHDVGNGSFSYLPS.... Result: 0 (no interaction). (2) The miRNA is hsa-miR-7-1-3p with sequence CAACAAAUCACAGUCUGCCAUA. The protein sequence of the target gene is MASGLVRLLQQGHRCLLAPVAPKLVPPVRGVKKGFRAAFRFQKELERQRLLRCPPPPVRRSEKPNWDYHAEIQAFGHRLQENFSLDLLKTAFVNSCYIKSEEAKRQQLGIEKEAVLLNLKSNQELSEQGTSFSQTCLTQFLEDEYPDMPTEGIKNLVDFLTGEEVVCHVARNLAVEQLTLSEEFPVPPAVLQQTFFAVIGALLQSSGPERTALFIRDFLITQMTGKELFEMWKIINPMGLLVEELKKRNVSAPESRLTRQSGGTTALPLYFVGLYCDKKLIAEGPGETVLVAEEEAARVA.... Result: 0 (no interaction). (3) The miRNA is hsa-miR-378a-5p with sequence CUCCUGACUCCAGGUCCUGUGU. The protein sequence of the target gene is MFSVESLERAELCESLLTWIQTFNVDAPCQTVEDLTNGVVMAQVLQKIDPAYFDENWLNRIKTEVGDNWRLKISNLKKILKGILDYNHEILGQQINDFTLPDVNLIGEHSDAAELGRMLQLILGCAVNCEQKQEYIQAIMMMEESVQHVVMTAIQELMSKESPVSAGNDAYVDLDRQLKKTTEELNEALSAKEEIAQRCHELDMQVAALQEEKSSLLAENQVLMERLNQSDSIEDPNSPAGRRHLQLQTQLEQLQEETFRLEAAKDDYRIRCEELEKEISELRQQNDELTTLADEAQSLK.... Result: 1 (interaction).